From a dataset of TCR-epitope binding with 47,182 pairs between 192 epitopes and 23,139 TCRs. Binary Classification. Given a T-cell receptor sequence (or CDR3 region) and an epitope sequence, predict whether binding occurs between them. (1) The epitope is AMFWSVPTV. The TCR CDR3 sequence is CATSDGTGLSTEAFF. Result: 0 (the TCR does not bind to the epitope). (2) The epitope is PKYVKQNTLKLAT. The TCR CDR3 sequence is CASSSVLSGANVLTF. Result: 1 (the TCR binds to the epitope). (3) The epitope is TPRVTGGGAM. The TCR CDR3 sequence is CASSYSGNTEAFF. Result: 1 (the TCR binds to the epitope). (4) The epitope is EHPTFTSQYRIQGKL. The TCR CDR3 sequence is CASGYRDRGVAFF. Result: 0 (the TCR does not bind to the epitope). (5) The epitope is LLWNGPMAV. The TCR CDR3 sequence is CASSTGATGSNNEQFF. Result: 1 (the TCR binds to the epitope). (6) The epitope is FVDGVPFVV. The TCR CDR3 sequence is CASSSPGLTLAGELFF. Result: 1 (the TCR binds to the epitope). (7) The epitope is AMFWSVPTV. The TCR CDR3 sequence is CASFPGLAGVYNEQFF. Result: 0 (the TCR does not bind to the epitope).